This data is from Catalyst prediction with 721,799 reactions and 888 catalyst types from USPTO. The task is: Predict which catalyst facilitates the given reaction. (1) Reactant: [OH:1][C@H:2]1[C@@H:6]([CH2:7][NH:8][C:9]([O:11][CH2:12][C:13]2[CH:18]=[CH:17][CH:16]=[CH:15][CH:14]=2)=[O:10])[CH2:5][N:4](C(OC(C)(C)C)=O)[CH2:3]1.FC(F)(F)C(O)=O.CC[NH+](CC)CC.CC[NH+](CC)CC.C([O-])([O-])=O. Product: [OH:1][C@@H:2]1[CH2:3][NH:4][CH2:5][C@@H:6]1[CH2:7][NH:8][C:9](=[O:10])[O:11][CH2:12][C:13]1[CH:18]=[CH:17][CH:16]=[CH:15][CH:14]=1. The catalyst class is: 2. (2) Reactant: [O-]CC.[K+:4].[C:5]([O:12][CH2:13][CH3:14])(=[O:11])[C:6]([O:8]CC)=O.[CH2:15]([N:22]([CH2:33][C:34]1[CH:39]=[CH:38][CH:37]=[CH:36][CH:35]=1)[C:23]1[C:28]([N+:29]([O-:31])=[O:30])=[C:27]([CH3:32])[CH:26]=[CH:25][N:24]=1)[C:16]1[CH:21]=[CH:20][CH:19]=[CH:18][CH:17]=1. Product: [CH2:33]([N:22]([CH2:15][C:16]1[CH:21]=[CH:20][CH:19]=[CH:18][CH:17]=1)[C:23]1[C:28]([N+:29]([O-:31])=[O:30])=[C:27](/[CH:32]=[C:6](\[O-:8])/[C:5]([O:12][CH2:13][CH3:14])=[O:11])[CH:26]=[CH:25][N:24]=1)[C:34]1[CH:35]=[CH:36][CH:37]=[CH:38][CH:39]=1.[K+:4]. The catalyst class is: 27. (3) Reactant: [OH-].[K+].[Br:3][C:4]1[CH:9]=[C:8]([C:10]([O:12]C)=[O:11])[CH:7]=[CH:6][C:5]=1[C:14]([O:16][CH3:17])=[O:15]. Product: [Br:3][C:4]1[CH:9]=[C:8]([CH:7]=[CH:6][C:5]=1[C:14]([O:16][CH3:17])=[O:15])[C:10]([OH:12])=[O:11]. The catalyst class is: 5.